From a dataset of Full USPTO retrosynthesis dataset with 1.9M reactions from patents (1976-2016). Predict the reactants needed to synthesize the given product. (1) Given the product [Cl:17][C:18]1[CH:19]=[CH:20][C:21]([C:44]([N:5]2[CH:9]=[CH:8][C:7]([CH:10]=[CH:11][C:12]3[S:13][CH:14]=[CH:15][CH:16]=3)=[N:6]2)=[O:48])=[CH:22][CH:23]=1, predict the reactants needed to synthesize it. The reactants are: CS([N:5]1[CH:9]=[CH:8][C:7]([CH:10]=[CH:11][C:12]2[S:13][CH:14]=[CH:15][CH:16]=2)=[N:6]1)(=O)=O.[Cl:17][C:18]1[CH:23]=[CH:22][C:21](S(N2C=CC(C=CC3SC=CC=3)=N2)(=O)=O)=[CH:20][CH:19]=1.ClC1C=CC=[C:44]([O:48]C2C=CC(C3C=CN(CC4C=CC(Cl)=CC=4)N=3)=CC=2)C=1C#N.ClC1C=CC(C(N2C=CC(C3N4C=CC=CC4=NC=3C)=N2)=O)=CC=1.ClC1C=CC(NC(N2C=CC(C=CC3SC=CC=3)=N2)=O)=CC=1.C(C1C=CN(C(C2C=CC(Cl)=CC=2)=O)N=1)(C1C=CC=CC=1)C1C=CC=CC=1.ClC1C=CC(C(N2C=CC(C3SC(C4SC(C5SC=CC=5)=CC=4)=NC=3C)=N2)=O)=CC=1.C1(NC(N2C=CC(C=CC3SC=CC=3)=N2)=O)C=CC=CC=1.ClC1C=C(Cl)C=CC=1C(N1C=CC(C2OC(C3C=CC(F)=CC=3F)=CC=2)=N1)=O.ClC1C=CC(C(N2C=CC(C3SC(C4SC=CC=4)=CC=3)=N2)=O)=CC=1.ClC1C=CC(C(N2C=CC(C3C(C4C=CC(Cl)=CC=4)=NOC=3C)=N2)=O)=CC=1.ClC1C=CC(C(N2C=CC(C3ON=C(C4C=CC=CC=4)C=3)=N2)=O)=CC=1.CNC(N1C=CC(C=CC2SC=CC=2)=N1)=O.CC(C)(C)C(N1C=CC(C=CC2SC=CC=2)=N1)=O. (2) Given the product [Br:1][C:2]1[CH:3]=[C:4]2[C:9](=[C:10]([CH:19]=[O:20])[CH:11]=1)[N:8]([CH3:12])[CH2:7][CH2:6][CH2:5]2, predict the reactants needed to synthesize it. The reactants are: [Br:1][C:2]1[CH:3]=[C:4]2[C:9](=[CH:10][CH:11]=1)[N:8]([CH3:12])[CH2:7][CH2:6][CH2:5]2.[Cl-].ClC=[N+](C)C.[C:19](=O)([O-])[O-:20].[K+].[K+]. (3) Given the product [F:1][C:2]1[CH:19]=[C:18]([I:20])[CH:17]=[CH:16][C:3]=1[NH:4][C:5]1[C:6]([C:13]([NH:33][CH:34]([CH2:37][OH:38])[CH2:35][OH:36])=[O:15])=[CH:7][N:8]([CH3:12])[C:9](=[O:11])[CH:10]=1, predict the reactants needed to synthesize it. The reactants are: [F:1][C:2]1[CH:19]=[C:18]([I:20])[CH:17]=[CH:16][C:3]=1[NH:4][C:5]1[C:6]([C:13]([OH:15])=O)=[CH:7][N:8]([CH3:12])[C:9](=[O:11])[CH:10]=1.C1N=CN(C(N2C=NC=C2)=O)C=1.[NH2:33][CH:34]([CH2:37][OH:38])[CH2:35][OH:36]. (4) Given the product [O:1]1[CH:5]=[CH:4][CH:3]=[C:2]1[C:6]1[NH:10][C:9]2[C:11]([OH:18])=[CH:12][CH:13]=[C:14]([C:15]([NH:33][CH2:32][CH2:31][C:30]3[CH:48]=[CH:46][CH:47]=[CH:28][CH:29]=3)=[O:17])[C:8]=2[N:7]=1, predict the reactants needed to synthesize it. The reactants are: [O:1]1[CH:5]=[CH:4][CH:3]=[C:2]1[C:6]1[NH:10][C:9]2[C:11]([OH:18])=[CH:12][CH:13]=[C:14]([C:15]([OH:17])=O)[C:8]=2[N:7]=1.CN(C(ON1N=N[C:29]2[CH:30]=[CH:31][CH:32]=[N:33][C:28]1=2)=[N+](C)C)C.F[P-](F)(F)(F)(F)F.CCN(C(C)C)[CH:46]([CH3:48])[CH3:47].